This data is from Full USPTO retrosynthesis dataset with 1.9M reactions from patents (1976-2016). The task is: Predict the reactants needed to synthesize the given product. (1) The reactants are: [CH3:1][O:2][C:3](=[O:26])[CH2:4][C@H:5]1[C:9]2[CH:10]=[CH:11][C:12]([O:14][C@H:15]3[C:23]4[C:18](=[C:19]([OH:25])[CH:20]=[CH:21][C:22]=4[F:24])[CH2:17][CH2:16]3)=[CH:13][C:8]=2[O:7][CH2:6]1.F[C:28]1[CH:35]=[CH:34][CH:33]=[CH:32][C:29]=1[C:30]#[N:31]. Given the product [CH3:1][O:2][C:3](=[O:26])[CH2:4][C@H:5]1[C:9]2[CH:10]=[CH:11][C:12]([O:14][C@H:15]3[C:23]4[C:18](=[C:19]([O:25][C:28]5[CH:35]=[CH:34][CH:33]=[CH:32][C:29]=5[C:30]#[N:31])[CH:20]=[CH:21][C:22]=4[F:24])[CH2:17][CH2:16]3)=[CH:13][C:8]=2[O:7][CH2:6]1, predict the reactants needed to synthesize it. (2) The reactants are: Cl.[CH:2]1([CH2:5][O:6][C:7]2[CH:12]=[CH:11][C:10]([F:13])=[CH:9][C:8]=2[C:14]2[CH:19]=[CH:18][N:17]=[C:16]3[C:20]([C:24]([NH:26][CH:27]4[CH2:32][CH2:31][NH:30][CH2:29][CH2:28]4)=[O:25])=[C:21]([CH3:23])[NH:22][C:15]=23)[CH2:4][CH2:3]1.C([O:36][C@@H:37]([CH3:41])[C:38](Cl)=[O:39])(=O)C. Given the product [CH:2]1([CH2:5][O:6][C:7]2[CH:12]=[CH:11][C:10]([F:13])=[CH:9][C:8]=2[C:14]2[CH:19]=[CH:18][N:17]=[C:16]3[C:20]([C:24]([NH:26][CH:27]4[CH2:28][CH2:29][N:30]([C:38](=[O:39])[C@@H:37]([OH:36])[CH3:41])[CH2:31][CH2:32]4)=[O:25])=[C:21]([CH3:23])[NH:22][C:15]=23)[CH2:4][CH2:3]1, predict the reactants needed to synthesize it. (3) The reactants are: [Li]CCCC.CCCCCC.Br[C:13]1[CH:14]=[N:15][CH:16]=[CH:17][CH:18]=1.[Br:19][C:20]1[CH:21]=[CH:22][C:23]2[N:28]=[C:27]([CH3:29])[O:26][C:25](=[O:30])[C:24]=2[CH:31]=1. Given the product [Br:19][C:20]1[CH:21]=[CH:22][C:23]([NH:28][C:27](=[O:26])[CH3:29])=[C:24]([C:25]([C:13]2[CH:14]=[N:15][CH:16]=[CH:17][CH:18]=2)=[O:30])[CH:31]=1, predict the reactants needed to synthesize it.